This data is from Forward reaction prediction with 1.9M reactions from USPTO patents (1976-2016). The task is: Predict the product of the given reaction. Given the reactants I[C:2]1[CH:3]=[N:4][CH:5]=[CH:6][CH:7]=1.[CH3:8][CH:9]([CH3:14])[CH:10]([OH:13])[CH:11]=[CH2:12].C(=O)(O)[O-].[Na+].N1CCCC1, predict the reaction product. The product is: [CH3:8][CH:9]([CH3:14])[C:10](=[O:13])[CH2:11][CH2:12][C:2]1[CH:3]=[N:4][CH:5]=[CH:6][CH:7]=1.